Dataset: NCI-60 drug combinations with 297,098 pairs across 59 cell lines. Task: Regression. Given two drug SMILES strings and cell line genomic features, predict the synergy score measuring deviation from expected non-interaction effect. (1) Drug 1: C1=CN(C(=O)N=C1N)C2C(C(C(O2)CO)O)O.Cl. Drug 2: CC1=C(C=C(C=C1)NC(=O)C2=CC=C(C=C2)CN3CCN(CC3)C)NC4=NC=CC(=N4)C5=CN=CC=C5. Cell line: 786-0. Synergy scores: CSS=28.4, Synergy_ZIP=-8.55, Synergy_Bliss=-3.56, Synergy_Loewe=-36.1, Synergy_HSA=-2.00. (2) Drug 1: C1CC2CC3=C(CC1C24CN(S(=O)(=O)N4)CC(F)(F)F)C=CC(=C3)C=CCN5CCC(CC5)C(F)(F)F. Drug 2: CC1(CCCN1)C2=NC3=C(C=CC=C3N2)C(=O)N. Cell line: SK-OV-3. Synergy scores: CSS=10.4, Synergy_ZIP=4.84, Synergy_Bliss=8.76, Synergy_Loewe=4.78, Synergy_HSA=6.17. (3) Drug 1: CN(C)C1=NC(=NC(=N1)N(C)C)N(C)C. Drug 2: C1C(C(OC1N2C=NC(=NC2=O)N)CO)O. Cell line: MCF7. Synergy scores: CSS=8.61, Synergy_ZIP=-3.81, Synergy_Bliss=-0.913, Synergy_Loewe=-14.1, Synergy_HSA=-3.84. (4) Drug 1: C1=CC(=CC=C1CCC2=CNC3=C2C(=O)NC(=N3)N)C(=O)NC(CCC(=O)O)C(=O)O. Drug 2: C#CCC(CC1=CN=C2C(=N1)C(=NC(=N2)N)N)C3=CC=C(C=C3)C(=O)NC(CCC(=O)O)C(=O)O. Cell line: BT-549. Synergy scores: CSS=12.4, Synergy_ZIP=-4.91, Synergy_Bliss=-0.852, Synergy_Loewe=0.891, Synergy_HSA=0.803. (5) Drug 2: CC1=CC=C(C=C1)C2=CC(=NN2C3=CC=C(C=C3)S(=O)(=O)N)C(F)(F)F. Cell line: HOP-92. Synergy scores: CSS=-11.9, Synergy_ZIP=2.29, Synergy_Bliss=-9.00, Synergy_Loewe=-49.7, Synergy_HSA=-17.3. Drug 1: CC1=CC2C(CCC3(C2CCC3(C(=O)C)OC(=O)C)C)C4(C1=CC(=O)CC4)C.